This data is from Forward reaction prediction with 1.9M reactions from USPTO patents (1976-2016). The task is: Predict the product of the given reaction. (1) Given the reactants COC(=O)NC(C(N1CCC(C2NC(C3C=CC([C:27]4[CH:32]=[CH:31][C:30]([C:33]5[NH:34][C:35]([CH:38]6[CH2:42][CH2:41][CH2:40][N:39]6[C:43](=[O:53])[CH:44]([NH:48][C:49]([O:51][CH3:52])=[O:50])[CH:45]([CH3:47])[CH3:46])=[N:36][CH:37]=5)=[CH:29][CH:28]=4)=CC=3)=CN=2)C1)=O)C(C)C.C(O[C:60]([N:62]1[CH2:66][CH2:65][CH2:64][CH:63]1[C:67]1[NH:68][C:69]([C:72]2[CH:77]=[CH:76][C:75]([O:78]C3C=CC=C(C4NC(C5CCCN5C(OC(C)(C)C)=O)=NC=4)C=3)=[CH:74][CH:73]=2)=[CH:70][N:71]=1)=[O:61])(C)(C)C, predict the reaction product. The product is: [CH3:52][O:51][C:49](=[O:50])[NH:48][CH:44]([C:60]([N:62]1[CH2:66][CH2:65][CH2:64][CH:63]1[C:67]1[NH:68][C:69]([C:72]2[CH:77]=[CH:76][C:75]([O:78][C:28]3[CH:27]=[CH:32][CH:31]=[C:30]([C:33]4[NH:34][C:35]([CH:38]5[CH2:42][CH2:41][CH2:40][N:39]5[C:43](=[O:53])[CH:44]([NH:48][C:49]([O:51][CH3:52])=[O:50])[CH:45]([CH3:46])[CH3:47])=[N:36][CH:37]=4)[CH:29]=3)=[CH:74][CH:73]=2)=[CH:70][N:71]=1)=[O:61])[CH:45]([CH3:47])[CH3:46]. (2) Given the reactants [OH:1][CH:2]([C:15]1[CH:20]=[CH:19][CH:18]=[C:17](/[CH:21]=[CH:22]/[C:23]2[C:28]([CH3:30])([CH3:29])[CH2:27][CH2:26][CH2:25][C:24]=2[CH3:31])[CH:16]=1)[C:3]([CH3:14])([CH3:13])[CH2:4][NH:5][C:6](=[O:12])[O:7][C:8]([CH3:11])([CH3:10])[CH3:9].[Cr](Cl)([O-])(=O)=O.[NH+]1C=CC=CC=1, predict the reaction product. The product is: [CH3:13][C:3]([CH3:14])([C:2](=[O:1])[C:15]1[CH:20]=[CH:19][CH:18]=[C:17](/[CH:21]=[CH:22]/[C:23]2[C:28]([CH3:30])([CH3:29])[CH2:27][CH2:26][CH2:25][C:24]=2[CH3:31])[CH:16]=1)[CH2:4][NH:5][C:6](=[O:12])[O:7][C:8]([CH3:9])([CH3:10])[CH3:11]. (3) Given the reactants [NH:1]1[C:9]2[C:4](=[N:5][CH:6]=[CH:7][CH:8]=2)[CH:3]=[C:2]1[C:10]([NH2:12])=[O:11].[C:13]1([CH3:28])[C:14]([S:19][S:19][C:14]2[CH:15]=[CH:16][CH:17]=[CH:18][C:13]=2[CH3:28])=[CH:15][CH:16]=[CH:17][CH:18]=1, predict the reaction product. The product is: [C:13]1([CH3:28])[CH:18]=[CH:17][CH:16]=[CH:15][C:14]=1[S:19][C:3]1[C:4]2=[N:5][CH:6]=[CH:7][CH:8]=[C:9]2[NH:1][C:2]=1[C:10]([NH2:12])=[O:11]. (4) Given the reactants [CH2:1]([C:3]1[CH:4]=[CH:5][C:6](OC)=[C:7]([C:9]([C:12]2[CH:17]=[CH:16][CH:15]=[CH:14][CH:13]=2)(O)[CH3:10])[CH:8]=1)[CH3:2].O.C1(C)C=CC(S(O)(=O)=O)=CC=1, predict the reaction product. The product is: [CH2:1]([C:3]1[CH:4]=[CH:5][CH:6]=[C:7]([C:9]([C:12]2[CH:17]=[CH:16][CH:15]=[CH:14][CH:13]=2)=[CH2:10])[CH:8]=1)[CH3:2]. (5) Given the reactants [Cl:1][C:2]1[CH:7]=[CH:6][C:5]([NH:8][C:9](=[O:13])[O:10][CH2:11][CH3:12])=[CH:4][CH:3]=1.[H-].[Na+].Cl[C:17]1[C:22]([N+:23]([O-:25])=[O:24])=[CH:21][C:20]([N+:26]([O-:28])=[O:27])=[CH:19][C:18]=1[C:29]([F:32])([F:31])[F:30].Cl, predict the reaction product. The product is: [Cl:1][C:2]1[CH:3]=[CH:4][C:5]([N:8]([C:17]2[C:18]([C:29]([F:31])([F:32])[F:30])=[CH:19][C:20]([N+:26]([O-:28])=[O:27])=[CH:21][C:22]=2[N+:23]([O-:25])=[O:24])[C:9](=[O:13])[O:10][CH2:11][CH3:12])=[CH:6][CH:7]=1. (6) Given the reactants [C:1]([C:4]1[CH:5]=[C:6]([CH:12]=[CH:13][CH:14]=1)[C:7]([O:9][CH2:10][CH3:11])=[O:8])(=[S:3])[NH2:2].Br[CH2:16][C:17]([C:19]1[CH:24]=[CH:23][C:22]([CH:25]([CH3:27])[CH3:26])=[CH:21][CH:20]=1)=O.O, predict the reaction product. The product is: [CH:25]([C:22]1[CH:21]=[CH:20][C:19]([C:17]2[N:2]=[C:1]([C:4]3[CH:5]=[C:6]([CH:12]=[CH:13][CH:14]=3)[C:7]([O:9][CH2:10][CH3:11])=[O:8])[S:3][CH:16]=2)=[CH:24][CH:23]=1)([CH3:27])[CH3:26]. (7) Given the reactants CO[CH:3]=[CH:4][C:5]([O:7][CH3:8])=[O:6].[S:9]1CC(O)S[CH2:11][CH:10]1O, predict the reaction product. The product is: [CH3:8][O:7][C:5]([C:4]1[CH:11]=[CH:10][S:9][CH:3]=1)=[O:6].